This data is from Full USPTO retrosynthesis dataset with 1.9M reactions from patents (1976-2016). The task is: Predict the reactants needed to synthesize the given product. (1) Given the product [CH2:15]([N:22]1[CH2:29][CH:28]2[O:30][CH:24]([CH2:25][N:26]([C:2]3[CH:7]=[CH:6][C:5]([N+:8]([O-:10])=[O:9])=[C:4]([O:11][CH3:12])[CH:3]=3)[CH2:27]2)[CH2:23]1)[C:16]1[CH:17]=[CH:18][CH:19]=[CH:20][CH:21]=1, predict the reactants needed to synthesize it. The reactants are: F[C:2]1[CH:7]=[CH:6][C:5]([N+:8]([O-:10])=[O:9])=[C:4]([O:11][CH3:12])[CH:3]=1.Cl.Cl.[CH2:15]([N:22]1[CH2:29][CH:28]2[O:30][CH:24]([CH2:25][NH:26][CH2:27]2)[CH2:23]1)[C:16]1[CH:21]=[CH:20][CH:19]=[CH:18][CH:17]=1.C(=O)([O-])[O-].[Cs+].[Cs+]. (2) Given the product [C:12]([O:11][C:9]([N:8]1[CH2:35][CH2:34][CH2:33][CH2:32][CH:31]1[CH2:36][CH2:37][CH2:38][C:39]([O:41][CH3:42])=[O:40])=[O:10])([CH3:13])([CH3:14])[CH3:15], predict the reactants needed to synthesize it. The reactants are: [CH3:13][CH:12]([O:11][C:9](/[N:8]=[N:8]/[C:9]([O:11][CH:12]([CH3:14])[CH3:13])=[O:10])=[O:10])[CH3:14].[CH3:15]OC1C=C(C)C(S(Cl)(=O)=O)=C(C)C=1.Cl.N1[CH2:35][CH2:34][CH2:33][CH2:32][CH:31]1[CH2:36][CH2:37][CH2:38][C:39]([O:41][CH3:42])=[O:40].C1C=CC(P(C2C=CC=CC=2)C2C=CC=CC=2)=CC=1. (3) Given the product [CH3:1][C:2]1[N:7]=[C:6]([C:8]([N:56]2[C@H:55]([CH2:54][CH2:53][O:52][C:49]3[CH:48]=[CH:47][C:46]([C:45]([F:63])([F:62])[F:44])=[CH:51][N:50]=3)[CH2:61][C@@H:60]3[C@@H:58]([CH2:59]3)[CH2:57]2)=[O:10])[C:5]([C:11]2[N:16]=[CH:15][CH:14]=[CH:13][N:12]=2)=[CH:4][CH:3]=1, predict the reactants needed to synthesize it. The reactants are: [CH3:1][C:2]1[N:7]=[C:6]([C:8]([OH:10])=O)[C:5]([C:11]2[N:16]=[CH:15][CH:14]=[CH:13][N:12]=2)=[CH:4][CH:3]=1.C1CCC(N=C=NC2CCCCC2)CC1.FC1C(O)=C(F)C(F)=C(F)C=1F.[F:44][C:45]([F:63])([F:62])[C:46]1[CH:47]=[CH:48][C:49]([O:52][CH2:53][CH2:54][C@@H:55]2[CH2:61][C@@H:60]3[C@@H:58]([CH2:59]3)[CH2:57][NH:56]2)=[N:50][CH:51]=1. (4) Given the product [Cl:1][C:2]1[CH:3]=[CH:4][C:5]([N:8]2[CH2:9][C:10]3[C:15](=[CH:14][C:13]([OH:18])=[C:12]([OH:22])[C:11]=3[N+:23]([O-:25])=[O:24])[C:16]2=[O:17])=[CH:6][CH:7]=1, predict the reactants needed to synthesize it. The reactants are: [Cl:1][C:2]1[CH:7]=[CH:6][C:5]([N:8]2[C:16](=[O:17])[C:15]3[C:10](=[C:11]([N+:23]([O-:25])=[O:24])[C:12]([OH:22])=[C:13]([O:18]C(=O)C)[CH:14]=3)[CH2:9]2)=[CH:4][CH:3]=1. (5) Given the product [Cl:8][C:9]1[CH:14]=[CH:13][CH:12]=[CH:11][C:10]=1[CH2:15][N:16]1[C:17]([OH:37])=[C:18]([C:33]([NH:7][C:4]2[CH:5]=[CH:6][N:1]=[CH:2][CH:3]=2)=[O:34])[C:19]([OH:32])=[C:20]([C:23]([NH:25][CH2:26][C:27]([OH:29])=[O:28])=[O:24])[C:21]1=[O:22], predict the reactants needed to synthesize it. The reactants are: [N:1]1[CH:6]=[CH:5][C:4]([NH2:7])=[CH:3][CH:2]=1.[Cl:8][C:9]1[CH:14]=[CH:13][CH:12]=[CH:11][C:10]=1[CH2:15][N:16]1[C:21](=[O:22])[C:20]([C:23]([NH:25][CH2:26][C:27]([O:29]CC)=[O:28])=[O:24])=[C:19]([OH:32])[C:18]([C:33](OC)=[O:34])=[C:17]1[OH:37].